Binary Classification. Given a T-cell receptor sequence (or CDR3 region) and an epitope sequence, predict whether binding occurs between them. From a dataset of TCR-epitope binding with 47,182 pairs between 192 epitopes and 23,139 TCRs. (1) The epitope is GLCTLVAML. The TCR CDR3 sequence is CASTREGLNTGELFF. Result: 1 (the TCR binds to the epitope). (2) The epitope is RIFTIGTVTLK. The TCR CDR3 sequence is CSVDVQGGAGELFF. Result: 0 (the TCR does not bind to the epitope).